Dataset: Reaction yield outcomes from USPTO patents with 853,638 reactions. Task: Predict the reaction yield, written as a fraction of the theoretical maximum amount of product (1.0 means a 100% yield; for example, 0.34 means a 34% yield). (1) The reactants are C([Li])(C)(C)C.Br[C:7]1[CH:12]=[CH:11][C:10]([O:13][CH:14]([CH3:16])[CH3:15])=[C:9]([O:17][CH3:18])[CH:8]=1.[C:19](=[O:21])=[O:20].O. The catalyst is C1COCC1. The product is [CH:14]([O:13][C:10]1[CH:11]=[CH:12][C:7]([C:19]([OH:21])=[O:20])=[CH:8][C:9]=1[O:17][CH3:18])([CH3:16])[CH3:15]. The yield is 0.850. (2) The reactants are S(Cl)(Cl)=O.FC(F)(F)[C:7]1[CH:8]=[C:9]([CH:13]=[C:14](C(F)(F)F)[CH:15]=1)[C:10](O)=[O:11].CC1C=CC([NH2:27])=CC=1[N+]([O-])=O.C(N(CC)CC)C.FC(F)(F)C1C=C(C=C(C(F)(F)F)C=1)C(Cl)=O. The catalyst is C(Cl)(Cl)Cl. The product is [C:10]([NH2:27])(=[O:11])[C:9]1[CH:13]=[CH:14][CH:15]=[CH:7][CH:8]=1. The yield is 0.680. (3) The reactants are [H-].[Na+].[CH2:3]([N:10]1[CH2:15][CH2:14][N:13]([CH2:16][C:17]2[CH:22]=[CH:21][CH:20]=[CH:19][CH:18]=2)[CH2:12][CH:11]1[CH2:23][OH:24])[C:4]1[CH:9]=[CH:8][CH:7]=[CH:6][CH:5]=1.[CH3:25]I. The catalyst is CN(C=O)C.CCOCC. The product is [CH2:3]([N:10]1[CH2:15][CH2:14][N:13]([CH2:16][C:17]2[CH:22]=[CH:21][CH:20]=[CH:19][CH:18]=2)[CH2:12][CH:11]1[CH2:23][O:24][CH3:25])[C:4]1[CH:5]=[CH:6][CH:7]=[CH:8][CH:9]=1. The yield is 1.07.